From a dataset of Forward reaction prediction with 1.9M reactions from USPTO patents (1976-2016). Predict the product of the given reaction. (1) Given the reactants O=[C:2]([CH2:9][C:10]1[CH:15]=[C:14]([F:16])[C:13]([F:17])=[CH:12][C:11]=1[F:18])[CH2:3][C:4]([O:6][CH2:7][CH3:8])=[O:5].C([O-])(=O)C.[NH4+:23].CCCCCC, predict the reaction product. The product is: [NH2:23][C:2]([CH2:9][C:10]1[CH:15]=[C:14]([F:16])[C:13]([F:17])=[CH:12][C:11]=1[F:18])=[CH:3][C:4]([O:6][CH2:7][CH3:8])=[O:5]. (2) Given the reactants [NH:1]1[CH:8]=[CH:7][C:5](=[O:6])[NH:4][C:2]1=[O:3].S([O-])([O-])(=O)=O.[NH4+].[NH4+].C[Si](N[Si](C)(C)C)(C)C.[C:25]([O:33][CH2:34][C@@H:35]1[C@@H:39]([O:40][C:41](=[O:48])[C:42]2[CH:47]=[CH:46][CH:45]=[CH:44][CH:43]=2)[C@@:38]([Cl:50])([F:49])[CH:37](OS(C)(=O)=O)[O:36]1)(=[O:32])[C:26]1[CH:31]=[CH:30][CH:29]=[CH:28][CH:27]=1.[Si](OS(C(F)(F)F)(=O)=O)(C)(C)C, predict the reaction product. The product is: [C:25]([O:33][CH2:34][C@@H:35]1[C@@H:39]([O:40][C:41](=[O:48])[C:42]2[CH:43]=[CH:44][CH:45]=[CH:46][CH:47]=2)[C@@:38]([Cl:50])([F:49])[C@H:37]([N:1]2[CH:8]=[CH:7][C:5](=[O:6])[NH:4][C:2]2=[O:3])[O:36]1)(=[O:32])[C:26]1[CH:31]=[CH:30][CH:29]=[CH:28][CH:27]=1. (3) Given the reactants [CH2:1]([O:3][C:4](=[O:22])[CH:5]=[C:6]1[C:15]2[C:10](=[CH:11][C:12]([O:18][CH3:19])=[C:13]([O:16][CH3:17])[CH:14]=2)[C:9]([CH3:21])([CH3:20])[CH2:8][NH:7]1)[CH3:2].[N+]([CH2:26][CH3:27])([O-])=O.[OH:28][C:29]1[C:36]([CH3:37])=[CH:35][C:32]([CH:33]=O)=[CH:31][C:30]=1[CH3:38], predict the reaction product. The product is: [CH2:1]([O:3][C:4]([C:5]1[C:35]([C:32]2[CH:31]=[C:30]([CH3:38])[C:29]([OH:28])=[C:26]([CH3:27])[CH:33]=2)=[C:36]([CH3:37])[N:7]2[CH2:8][C:9]([CH3:21])([CH3:20])[C:10]3[C:15](=[CH:14][C:13]([O:16][CH3:17])=[C:12]([O:18][CH3:19])[CH:11]=3)[C:6]=12)=[O:22])[CH3:2]. (4) Given the reactants [CH3:1][O:2][C:3]1[CH:4]=[N:5][CH:6]=[C:7]([O:13][CH3:14])[C:8]=1[CH2:9][CH2:10][CH2:11][OH:12].C1(P(C2C=CC=CC=2)C2C=CC=CC=2)C=CC=CC=1.N(C(OC(C)C)=O)=NC(OC(C)C)=O.[Br:48][C:49]1[CH:50]=[C:51]([CH:60]=[CH:61][CH:62]=1)[O:52][C:53]1[C:58](O)=[CH:57][CH:56]=[CH:55][N:54]=1, predict the reaction product. The product is: [Br:48][C:49]1[CH:50]=[C:51]([CH:60]=[CH:61][CH:62]=1)[O:52][C:53]1[C:58]([O:12][CH2:11][CH2:10][CH2:9][C:8]2[C:3]([O:2][CH3:1])=[CH:4][N:5]=[CH:6][C:7]=2[O:13][CH3:14])=[CH:57][CH:56]=[CH:55][N:54]=1. (5) Given the reactants [CH3:1][N:2]([CH3:34])[C:3]1[C:12]2[C:7](=[CH:8][CH:9]=[CH:10][CH:11]=2)[N:6]=[C:5](/[CH:13]=[CH:14]/[C:15]2[N:20]=[C:19]([N:21]3[CH2:25][CH2:24][CH2:23][CH2:22]3)[CH:18]=[C:17]([CH2:26][O:27]C3CCCCO3)[N:16]=2)[N:4]=1.Cl.O1CCOCC1.CO, predict the reaction product. The product is: [CH3:34][N:2]([CH3:1])[C:3]1[C:12]2[C:7](=[CH:8][CH:9]=[CH:10][CH:11]=2)[N:6]=[C:5](/[CH:13]=[CH:14]/[C:15]2[N:16]=[C:17]([CH2:26][OH:27])[CH:18]=[C:19]([N:21]3[CH2:25][CH2:24][CH2:23][CH2:22]3)[N:20]=2)[N:4]=1. (6) Given the reactants Br[C:2]1[C:17]([O:18][CH2:19][C@@H:20]([NH:25]C(=O)OC(C)(C)C)[CH2:21][CH:22]([CH3:24])[CH3:23])=[CH:16][C:5]2[N:6]([CH3:15])[C:7](=[O:14])[C:8]3[C:13]([C:4]=2[CH:3]=1)=[CH:12][CH:11]=[N:10][CH:9]=3.CCCC[N+](CCCC)(CCCC)CCCC.[OH-].O.CC1C=CC2C(=C([OH:63])C=CC=2)N=1, predict the reaction product. The product is: [NH2:25][C@@H:20]([CH2:21][CH:22]([CH3:23])[CH3:24])[CH2:19][O:18][C:17]1[C:2]([OH:63])=[CH:3][C:4]2[C:13]3[C:8](=[CH:9][N:10]=[CH:11][CH:12]=3)[C:7](=[O:14])[N:6]([CH3:15])[C:5]=2[CH:16]=1.